From a dataset of Serine/threonine kinase 33 screen with 319,792 compounds. Binary Classification. Given a drug SMILES string, predict its activity (active/inactive) in a high-throughput screening assay against a specified biological target. The molecule is S(=O)(=O)(Nc1ccc(C(=O)N\N=C\c2c(N3CCCC3)n(nc2C)c2ccccc2)cc1)c1ccc(OCC)cc1. The result is 0 (inactive).